Dataset: Reaction yield outcomes from USPTO patents with 853,638 reactions. Task: Predict the reaction yield, written as a fraction of the theoretical maximum amount of product (1.0 means a 100% yield; for example, 0.34 means a 34% yield). (1) The reactants are C([N:3]([CH2:6]C)[CH2:4][CH3:5])C.[CH:8]1[CH:13]=CC(OP(O[C:8]2[CH:13]=CC=[CH:10][CH:9]=2)(N=[N+]=[N-])=O)=[CH:10][CH:9]=1.[CH2:27]([OH:34])[C:28]1[CH:33]=[CH:32][CH:31]=[CH:30][CH:29]=1.[O:35]1CCCC1. No catalyst specified. The product is [CH2:27]([O:34][C:6]([NH:3][C:4]1[CH:5]=[CH:10][CH:9]=[CH:8][CH:13]=1)=[O:35])[C:28]1[CH:33]=[CH:32][CH:31]=[CH:30][CH:29]=1. The yield is 0.300. (2) The reactants are [F:1][C:2]1[CH:7]=[C:6]([N+:8]([O-:10])=[O:9])[CH:5]=[CH:4][C:3]=1[N:11]1[CH2:16][CH2:15][C:14](=[O:17])[CH2:13][CH2:12]1.C(N(CC)CC)C.FC(F)(F)S(O[Si:31]([CH3:34])([CH3:33])[CH3:32])(=O)=O.O. The catalyst is C1(C)C=CC=CC=1. The product is [F:1][C:2]1[CH:7]=[C:6]([N+:8]([O-:10])=[O:9])[CH:5]=[CH:4][C:3]=1[N:11]1[CH2:12][CH:13]=[C:14]([O:17][Si:31]([CH3:34])([CH3:33])[CH3:32])[CH2:15][CH2:16]1. The yield is 0.840. (3) The reactants are [CH3:1][O:2][C:3]([C:5]1[S:6][C:7]([I:27])=[CH:8][C:9]=1[N:10]([C:18]([CH:20]1[CH2:25][CH2:24][CH:23]([CH3:26])[CH2:22][CH2:21]1)=[O:19])[CH:11]1[CH2:16][CH2:15][C:14](=[O:17])[CH2:13][CH2:12]1)=[O:4].C[Si](C)(C)OC1CCOC1.C([SiH](CC)CC)C.C([O-])(O)=O.[Na+]. The catalyst is [N+](C)([O-])=O.CO. The product is [CH3:1][O:2][C:3]([C:5]1[S:6][C:7]([I:27])=[CH:8][C:9]=1[N:10]([CH:11]1[CH2:12][CH2:13][CH:14]([OH:17])[CH2:15][CH2:16]1)[C:18]([CH:20]1[CH2:21][CH2:22][CH:23]([CH3:26])[CH2:24][CH2:25]1)=[O:19])=[O:4]. The yield is 0.440. (4) The reactants are [NH2:1][C:2](=[O:106])[CH2:3][NH:4][C:5](=[O:105])[C@@H:6]([NH:13][C:14](=[O:104])[C@@H:15]([N:17]([CH3:103])[C:18]([C@H:20]([CH2:92][C:93]([O:95]CC1C=CC=CC=1)=[O:94])[NH:21][C:22](=[O:91])[C@H:23]([CH2:84][C:85]1[CH:90]=[CH:89][CH:88]=[CH:87][CH:86]=1)[NH:24][C:25](=[O:83])[C@H:26]([CH:80]([CH3:82])[CH3:81])[NH:27][C:28](=[O:79])[C@H:29]([CH3:78])[NH:30][C:31](=[O:77])[C@H:32]([CH2:73][CH:74]([CH3:76])[CH3:75])[NH:33][C:34](=[O:72])[CH2:35][NH:36][C:37](=[O:71])[C@H:38]([CH2:64][C:65]1[CH:70]=[CH:69][CH:68]=[CH:67][CH:66]=1)[N:39]([CH3:63])[C:40](=[O:62])[C@H:41]([CH3:61])[NH:42][C:43](=[O:60])[C@H:44]([CH2:53][C:54]1[CH:59]=[CH:58][CH:57]=[CH:56][CH:55]=1)[NH:45][C:46](=[O:52])[O:47][C:48]([CH3:51])([CH3:50])[CH3:49])=[O:19])[CH3:16])[CH2:7][O:8][C:9]([CH3:12])([CH3:11])[CH3:10].C(OCC)(=O)C.[H][H]. The catalyst is CO.O[Pd].[C]. The product is [NH2:1][C:2](=[O:106])[CH2:3][NH:4][C:5](=[O:105])[C@@H:6]([NH:13][C:14](=[O:104])[C@@H:15]([N:17]([CH3:103])[C:18]([C@H:20]([CH2:92][C:93]([OH:95])=[O:94])[NH:21][C:22](=[O:91])[C@H:23]([CH2:84][C:85]1[CH:86]=[CH:87][CH:88]=[CH:89][CH:90]=1)[NH:24][C:25](=[O:83])[C@H:26]([CH:80]([CH3:82])[CH3:81])[NH:27][C:28](=[O:79])[C@H:29]([CH3:78])[NH:30][C:31](=[O:77])[C@H:32]([CH2:73][CH:74]([CH3:75])[CH3:76])[NH:33][C:34](=[O:72])[CH2:35][NH:36][C:37](=[O:71])[C@H:38]([CH2:64][C:65]1[CH:70]=[CH:69][CH:68]=[CH:67][CH:66]=1)[N:39]([CH3:63])[C:40](=[O:62])[C@H:41]([CH3:61])[NH:42][C:43](=[O:60])[C@H:44]([CH2:53][C:54]1[CH:59]=[CH:58][CH:57]=[CH:56][CH:55]=1)[NH:45][C:46](=[O:52])[O:47][C:48]([CH3:49])([CH3:50])[CH3:51])=[O:19])[CH3:16])[CH2:7][O:8][C:9]([CH3:10])([CH3:11])[CH3:12]. The yield is 0.830. (5) The reactants are C([O:3][C:4](=[O:19])[C:5]([CH3:18])([S:7]([CH2:10][CH2:11][CH:12]1[CH2:17][CH2:16][O:15][CH2:14][CH2:13]1)(=[O:9])=[O:8])[CH3:6])C.C[Si](C)(C)[O-].[K+]. The catalyst is C1COCC1. The product is [CH3:18][C:5]([S:7]([CH2:10][CH2:11][CH:12]1[CH2:13][CH2:14][O:15][CH2:16][CH2:17]1)(=[O:9])=[O:8])([CH3:6])[C:4]([OH:19])=[O:3]. The yield is 0.840. (6) The reactants are [CH:1]1([C:5]2[CH:14]=[CH:13][C:8]([C:9]([O:11][CH3:12])=[O:10])=[C:7]([CH2:15]C)[CH:6]=2)[CH2:4][CH2:3][CH2:2]1.Br[C:18]1C=CC(C(OC)=O)=C(C)C=1.C1(C[Mg]Br)CCC1.C1([Mg]Br)CCC1. No catalyst specified. The product is [CH:4]1([CH2:1][C:5]2[CH:14]=[CH:13][C:8]([C:9]([O:11][CH3:12])=[O:10])=[C:7]([CH3:15])[CH:6]=2)[CH2:3][CH2:2][CH2:18]1. The yield is 0.840.